Dataset: Reaction yield outcomes from USPTO patents with 853,638 reactions. Task: Predict the reaction yield, written as a fraction of the theoretical maximum amount of product (1.0 means a 100% yield; for example, 0.34 means a 34% yield). (1) The reactants are [Si]([O:8][C@@H:9]([C:55]1[CH:60]=[CH:59][CH:58]=[CH:57][C:56]=1[C:61]1[CH:66]=[CH:65][C:64]([Cl:67])=[CH:63][CH:62]=1)[CH:10]1[CH2:15][CH2:14][N:13]([C:16]2[CH:54]=[CH:53][C:19]([C:20]([NH:22][S:23]([C:26]3[CH:31]=[CH:30][C:29]([NH:32][C@H:33]([CH2:42][CH2:43][N:44]4[CH2:49][CH2:48][O:47][CH2:46][CH2:45]4)[CH2:34][S:35][C:36]4[CH:41]=[CH:40][CH:39]=[CH:38][CH:37]=4)=[C:28]([N+:50]([O-:52])=[O:51])[CH:27]=3)(=[O:25])=[O:24])=[O:21])=[CH:18][CH:17]=2)[CH2:12][CH2:11]1)(C(C)(C)C)(C)C.CCCC[N+](CCCC)(CCCC)CCCC.[F-]. No catalyst specified. The product is [Cl:67][C:64]1[CH:65]=[CH:66][C:61]([C:56]2[CH:57]=[CH:58][CH:59]=[CH:60][C:55]=2[C@H:9]([OH:8])[CH:10]2[CH2:11][CH2:12][N:13]([C:16]3[CH:17]=[CH:18][C:19]([C:20]([NH:22][S:23]([C:26]4[CH:31]=[CH:30][C:29]([NH:32][C@H:33]([CH2:42][CH2:43][N:44]5[CH2:45][CH2:46][O:47][CH2:48][CH2:49]5)[CH2:34][S:35][C:36]5[CH:41]=[CH:40][CH:39]=[CH:38][CH:37]=5)=[C:28]([N+:50]([O-:52])=[O:51])[CH:27]=4)(=[O:25])=[O:24])=[O:21])=[CH:53][CH:54]=3)[CH2:14][CH2:15]2)=[CH:62][CH:63]=1. The yield is 0.780. (2) The product is [N+:7]([C:17]1[CH:18]=[CH:19][C:12]([O:11][C:10]([F:9])([F:20])[F:21])=[C:13]([CH:16]=1)[CH:14]=[O:15])([O-:8])=[O:6]. The reactants are F[B-](F)(F)F.[O:6]=[N+:7]=[O:8].[F:9][C:10]([F:21])([F:20])[O:11][C:12]1[CH:19]=[CH:18][CH:17]=[CH:16][C:13]=1[CH:14]=[O:15]. The catalyst is [N+](C)([O-])=O. The yield is 0.608. (3) The yield is 0.970. The reactants are [CH3:1][CH:2]1[CH2:7][CH2:6][CH2:5][CH2:4][CH:3]1[C:8]([OH:10])=O.C(Cl)(=O)C([Cl:14])=O. The product is [CH3:1][CH:2]1[CH2:7][CH2:6][CH2:5][CH2:4][CH:3]1[C:8]([Cl:14])=[O:10]. The catalyst is C(Cl)Cl.CN(C=O)C. (4) The reactants are [C:1]([C:4]1[O:8][C:7]([NH:9][C:10]([C@@H:12]([NH:16][C:17](=[O:23])[O:18][C:19]([CH3:22])([CH3:21])[CH3:20])[CH2:13][CH2:14][CH3:15])=[O:11])=[N:6][CH:5]=1)(=O)[CH3:2].[CH3:24][C:25]([CH3:30])([CH3:29])[CH2:26][CH2:27][NH2:28].S([O-])([O-])(=O)=O.[Na+].[Na+].C(O[BH-](OC(=O)C)OC(=O)C)(=O)C.[Na+]. The catalyst is C(Cl)Cl.C(O)(=O)C. The product is [CH3:24][C:25]([CH3:30])([CH3:29])[CH2:26][CH2:27][NH:28][CH:1]([C:4]1[O:8][C:7]([NH:9][C:10]([C@@H:12]([NH:16][C:17](=[O:23])[O:18][C:19]([CH3:22])([CH3:21])[CH3:20])[CH2:13][CH2:14][CH3:15])=[O:11])=[N:6][CH:5]=1)[CH3:2]. The yield is 0.720. (5) The reactants are [NH2:1][C@H:2]([C:8]([OH:10])=[O:9])[CH2:3][CH2:4][CH2:5][CH2:6][NH2:7].[C:11](Cl)([C:13]1[CH:18]=[CH:17][CH:16]=[CH:15][CH:14]=1)=[O:12].[OH-].[Na+]. The catalyst is O. The product is [NH2:1][CH:2]([CH2:3][CH2:4][CH2:5][CH2:6][NH:7][C:11](=[O:12])[C:13]1[CH:18]=[CH:17][CH:16]=[CH:15][CH:14]=1)[C:8]([OH:10])=[O:9]. The yield is 0.360. (6) The reactants are FC(F)(F)C(O)=O.FC(F)(F)C(O)=O.[CH3:15][C:16]1[CH:25]=[C:24]([CH2:26][O:27][C:28]2[CH:52]=[CH:51][C:31]([C:32]([NH:34][CH2:35][C:36]3([CH:45]4[CH2:50][CH2:49][NH:48][CH2:47][CH2:46]4)[C:41](=[O:42])[NH:40][C:39](=[O:43])[NH:38][C:37]3=[O:44])=[O:33])=[CH:30][CH:29]=2)[C:23]2[C:18](=[CH:19][CH:20]=[CH:21][CH:22]=2)[N:17]=1.[N:53]1[CH:58]=[CH:57][CH:56]=[C:55]([CH:59]=O)[CH:54]=1. No catalyst specified. The product is [CH3:15][C:16]1[CH:25]=[C:24]([CH2:26][O:27][C:28]2[CH:29]=[CH:30][C:31]([C:32]([NH:34][CH2:35][C:36]3([CH:45]4[CH2:50][CH2:49][N:48]([CH2:59][C:55]5[CH:54]=[N:53][CH:58]=[CH:57][CH:56]=5)[CH2:47][CH2:46]4)[C:37](=[O:44])[NH:38][C:39](=[O:43])[NH:40][C:41]3=[O:42])=[O:33])=[CH:51][CH:52]=2)[C:23]2[C:18](=[CH:19][CH:20]=[CH:21][CH:22]=2)[N:17]=1. The yield is 0.450. (7) The reactants are [O:1]1[C:5]2[CH:6]=[CH:7][C:8]([C:10]3([C:13]([OH:15])=O)[CH2:12][CH2:11]3)=[CH:9][C:4]=2[O:3][CH2:2]1.CN(C)C=O.C(N(CC)CC)C.[NH2:28][C:29]1[CH:30]=[C:31]2[C:35](=[CH:36][CH:37]=1)[NH:34][C:33]([C:38]([O:40][CH2:41][CH3:42])=[O:39])=[CH:32]2. The catalyst is S(Cl)(Cl)=O.ClCCl. The product is [O:1]1[C:5]2[CH:6]=[CH:7][C:8]([C:10]3([C:13]([NH:28][C:29]4[CH:30]=[C:31]5[C:35](=[CH:36][CH:37]=4)[NH:34][C:33]([C:38]([O:40][CH2:41][CH3:42])=[O:39])=[CH:32]5)=[O:15])[CH2:11][CH2:12]3)=[CH:9][C:4]=2[O:3][CH2:2]1. The yield is 0.880.